From a dataset of Catalyst prediction with 721,799 reactions and 888 catalyst types from USPTO. Predict which catalyst facilitates the given reaction. (1) Product: [CH3:11][C:5]1[C:4]2[C:8](=[CH:9][CH:10]=[C:2]([C:13]#[N:14])[CH:3]=2)[NH:7][CH:6]=1. Reactant: Br[C:2]1[CH:3]=[C:4]2[C:8](=[CH:9][CH:10]=1)[NH:7][CH:6]=[C:5]2[CH3:11].[Cu][C:13]#[N:14]. The catalyst class is: 25. (2) Reactant: [F:1][C:2]([F:25])([C:18]1[CH:23]=[CH:22][C:21]([F:24])=[CH:20][N:19]=1)[C:3]1[N:12]=[C:11](SC)[C:10]2[C:5](=[C:6]([NH:15][CH:16]=[O:17])[CH:7]=[CH:8][CH:9]=2)[N:4]=1.ClC1C=CC=C(C(OO)=O)C=1.S([O-])([O-])(=O)=S.[Na+].[Na+].C(=O)(O)[O-].[Na+].[CH3:49][C:50]1[NH:54][N:53]=[C:52]([NH2:55])[CH:51]=1. Product: [F:1][C:2]([F:25])([C:18]1[CH:23]=[CH:22][C:21]([F:24])=[CH:20][N:19]=1)[C:3]1[N:12]=[C:11]([NH:55][C:52]2[CH:51]=[C:50]([CH3:49])[NH:54][N:53]=2)[C:10]2[C:5](=[C:6]([NH:15][CH:16]=[O:17])[CH:7]=[CH:8][CH:9]=2)[N:4]=1. The catalyst class is: 168. (3) Reactant: C([O:3][C:4](=[O:35])[C:5]1[CH:10]=[CH:9][C:8]([CH2:11][O:12][C:13]2[CH:18]=[CH:17][C:16]([CH:19]([CH3:33])[C:20]([OH:32])([C:25]3[CH:30]=[CH:29][N:28]=[C:27]([CH3:31])[CH:26]=3)[C:21]([F:24])([F:23])[F:22])=[C:15]([Cl:34])[CH:14]=2)=[CH:7][CH:6]=1)C.[Li+].[OH-]. Product: [Cl:34][C:15]1[CH:14]=[C:13]([CH:18]=[CH:17][C:16]=1[CH:19]([CH3:33])[C:20]([OH:32])([C:25]1[CH:30]=[CH:29][N:28]=[C:27]([CH3:31])[CH:26]=1)[C:21]([F:23])([F:24])[F:22])[O:12][CH2:11][C:8]1[CH:7]=[CH:6][C:5]([C:4]([OH:35])=[O:3])=[CH:10][CH:9]=1. The catalyst class is: 36. (4) Reactant: C(N(C(C)C)CC)(C)C.[NH2:10][C:11]1[C:12]([C:27]([NH:29][C:30]2[CH:31]=[N:32][CH:33]=[CH:34][CH:35]=2)=[O:28])=[N:13][C:14]([C:17]2[CH:22]=[CH:21][C:20]([CH2:23][CH2:24][CH2:25][OH:26])=[CH:19][CH:18]=2)=[CH:15][N:16]=1.[CH3:36][S:37](Cl)(=[O:39])=[O:38]. Product: [CH3:36][S:37]([O:26][CH2:25][CH2:24][CH2:23][C:20]1[CH:21]=[CH:22][C:17]([C:14]2[CH:15]=[N:16][C:11]([NH2:10])=[C:12]([C:27](=[O:28])[NH:29][C:30]3[CH:31]=[N:32][CH:33]=[CH:34][CH:35]=3)[N:13]=2)=[CH:18][CH:19]=1)(=[O:39])=[O:38]. The catalyst class is: 4. (5) Reactant: [Br-].[CH2:2]([N+:9]1[CH:14]=[CH:13][CH:12]=[C:11]([OH:15])[C:10]=1[C:16]1[CH:21]=[CH:20][CH:19]=[CH:18][CH:17]=1)[C:3]1[CH:8]=[CH:7][CH:6]=[CH:5][CH:4]=1.[CH:22]([S:24]([C:27]1[CH:32]=[CH:31][CH:30]=[CH:29][CH:28]=1)(=[O:26])=[O:25])=[CH2:23].C(N(CC)CC)C.C([O-])(O)=O.[Na+]. Product: [CH2:2]([N:9]1[C@@H:14]2[C@H:22]([S:24]([C:27]3[CH:32]=[CH:31][CH:30]=[CH:29][CH:28]=3)(=[O:25])=[O:26])[CH2:23][C@@:10]1([C:16]1[CH:21]=[CH:20][CH:19]=[CH:18][CH:17]=1)[C:11](=[O:15])[CH:12]=[CH:13]2)[C:3]1[CH:4]=[CH:5][CH:6]=[CH:7][CH:8]=1. The catalyst class is: 12. (6) Reactant: [Cl:1][C:2]1[CH:7]=[CH:6][C:5]([C:8]2[N:9]=[C:10]([C:13]3[CH:18]=[CH:17][CH:16]=[CH:15][CH:14]=3)[O:11][CH:12]=2)=[CH:4][CH:3]=1.P(Cl)(Cl)(Cl)=O.CN(C)[CH:26]=[O:27]. Product: [Cl:1][C:2]1[CH:3]=[CH:4][C:5]([C:8]2[N:9]=[C:10]([C:13]3[CH:18]=[CH:17][CH:16]=[CH:15][CH:14]=3)[O:11][C:12]=2[CH:26]=[O:27])=[CH:6][CH:7]=1. The catalyst class is: 6. (7) Reactant: [CH:1]1([C:4]([C:6](=[CH:12]N(C)C)[C:7]([O:9][CH2:10][CH3:11])=[O:8])=O)[CH2:3][CH2:2]1.Cl.[C:17](=[NH:21])([O:19][CH3:20])[NH2:18].C([O-])(=O)C.[Na+].O. Product: [CH:1]1([C:4]2[C:6]([C:7]([O:9][CH2:10][CH3:11])=[O:8])=[CH:12][N:18]=[C:17]([O:19][CH3:20])[N:21]=2)[CH2:3][CH2:2]1. The catalyst class is: 31. (8) Reactant: [CH3:1][O:2][CH2:3][C@H:4]1[CH2:8][CH2:7][CH2:6][N:5]1[CH2:9][C:10]1[CH:11]=[C:12]([CH:17]=[C:18]([CH3:20])[CH:19]=1)[C:13]([O:15]C)=[O:14].O.[OH-].[Li+]. Product: [CH3:1][O:2][CH2:3][C@H:4]1[CH2:8][CH2:7][CH2:6][N:5]1[CH2:9][C:10]1[CH:11]=[C:12]([CH:17]=[C:18]([CH3:20])[CH:19]=1)[C:13]([OH:15])=[O:14]. The catalyst class is: 111.